This data is from Forward reaction prediction with 1.9M reactions from USPTO patents (1976-2016). The task is: Predict the product of the given reaction. (1) Given the reactants [NH:1]1[CH2:4][CH:3]([CH2:5][O:6][C:7]2[CH:12]=[CH:11][C:10]([N:13]3[CH2:17][C@H:16]([CH2:18][NH:19][C:20](=[O:22])[CH3:21])[O:15][C:14]3=[O:23])=[CH:9][C:8]=2[F:24])[CH2:2]1.Cl[C:26]1[N:35]=[C:34]2[C:29]([C:30](=[O:42])[C:31]([C:39]([OH:41])=[O:40])=[CH:32][N:33]2[CH:36]2[CH2:38][CH2:37]2)=[CH:28][C:27]=1[F:43].C[Si](C)(C)Cl.C(N(CC)CC)C, predict the reaction product. The product is: [C:20]([NH:19][CH2:18][CH:16]1[O:15][C:14](=[O:23])[N:13]([C:10]2[CH:11]=[CH:12][C:7]([O:6][CH2:5][CH:3]3[CH2:4][N:1]([C:26]4[N:35]=[C:34]5[C:29]([C:30](=[O:42])[C:31]([C:39]([OH:41])=[O:40])=[CH:32][N:33]5[CH:36]5[CH2:38][CH2:37]5)=[CH:28][C:27]=4[F:43])[CH2:2]3)=[C:8]([F:24])[CH:9]=2)[CH2:17]1)(=[O:22])[CH3:21]. (2) Given the reactants COC([C:5]1([CH2:19][C:20]2[CH:25]=[CH:24][CH:23]=[CH:22][CH:21]=2)[C:10](=[O:11])[CH2:9][CH2:8][N:7]([CH2:12][C:13]2[CH:18]=[CH:17][CH:16]=[CH:15][CH:14]=2)[CH2:6]1)=O.[OH-].[Na+], predict the reaction product. The product is: [CH2:12]([N:7]1[CH2:8][CH2:9][C:10](=[O:11])[CH:5]([CH2:19][C:20]2[CH:25]=[CH:24][CH:23]=[CH:22][CH:21]=2)[CH2:6]1)[C:13]1[CH:14]=[CH:15][CH:16]=[CH:17][CH:18]=1.